This data is from Reaction yield outcomes from USPTO patents with 853,638 reactions. The task is: Predict the reaction yield, written as a fraction of the theoretical maximum amount of product (1.0 means a 100% yield; for example, 0.34 means a 34% yield). (1) The reactants are [CH3:1][O:2][C:3]1[CH:30]=[CH:29][CH:28]=[CH:27][C:4]=1[CH2:5][N:6]1[C:15]2[C:10](=[CH:11][CH:12]=[CH:13][N:14]=2)[CH:9]=[C:8]([C:16](OC2CCCC(=O)C=2)=[O:17])[C:7]1=[O:26].C(N(CC)CC)C.C[C:39]([CH3:43])([OH:42])[C:40]#N.[C:44](O)(=O)[CH2:45][C:46](CC(O)=O)(C(O)=O)[OH:47]. The catalyst is ClCCl. The product is [OH:47][C:46]1[CH2:45][CH2:44][CH2:43][C:39](=[O:42])[C:40]=1[C:16]([C:8]1[C:7](=[O:26])[N:6]([CH2:5][C:4]2[CH:27]=[CH:28][CH:29]=[CH:30][C:3]=2[O:2][CH3:1])[C:15]2[C:10]([CH:9]=1)=[CH:11][CH:12]=[CH:13][N:14]=2)=[O:17]. The yield is 0.330. (2) The yield is 1.00. The reactants are [CH2:1]([O:3][C:4](=[O:21])[C:5]1[CH:10]=[CH:9][C:8]([N:11]=[CH:12][C:13]2[CH:18]=[C:17]([Br:19])[CH:16]=[CH:15][C:14]=2[F:20])=[CH:7][CH:6]=1)[CH3:2].O.[O-]S(C(F)(F)F)(=O)=O.[Yb+3].[O-]S(C(F)(F)F)(=O)=O.[O-]S(C(F)(F)F)(=O)=O.[CH:48](=[O:52])[CH:49]([CH3:51])[CH3:50].O. The product is [CH2:1]([O:3][C:4]([C:5]1[CH:10]=[C:9]2[C:8](=[CH:7][CH:6]=1)[NH:11][CH:12]([C:13]1[CH:18]=[C:17]([Br:19])[CH:16]=[CH:15][C:14]=1[F:20])[C:49]([CH3:51])([CH3:50])[CH:48]2[OH:52])=[O:21])[CH3:2]. The catalyst is O1CCCC1. (3) The reactants are [H-].[Na+].[Si:3]([O:10][C@H:11]1[CH2:15][CH2:14][NH:13][C:12]1=[O:16])([C:6]([CH3:9])([CH3:8])[CH3:7])([CH3:5])[CH3:4].Br[CH2:18][C:19]1[CH:24]=[CH:23][C:22]([CH:25]([F:27])[F:26])=[CH:21][CH:20]=1. The catalyst is C1COCC1. The product is [Si:3]([O:10][C@H:11]1[CH2:15][CH2:14][N:13]([CH2:18][C:19]2[CH:24]=[CH:23][C:22]([CH:25]([F:27])[F:26])=[CH:21][CH:20]=2)[C:12]1=[O:16])([C:6]([CH3:9])([CH3:8])[CH3:7])([CH3:5])[CH3:4]. The yield is 0.350. (4) The catalyst is C(O)(=O)C.[Zn]. The product is [NH2:1][C:4]1[CH:5]=[CH:6][C:7]([O:25][CH2:26][CH:27]=[CH2:28])=[C:8]([C:10]2[O:11][C:12]3[CH:18]=[CH:17][C:16]([C:19]4[CH:24]=[CH:23][CH:22]=[CH:21][CH:20]=4)=[CH:15][C:13]=3[N:14]=2)[CH:9]=1. The reactants are [N+:1]([C:4]1[CH:5]=[CH:6][C:7]([O:25][CH2:26][CH:27]=[CH2:28])=[C:8]([C:10]2[O:11][C:12]3[CH:18]=[CH:17][C:16]([C:19]4[CH:24]=[CH:23][CH:22]=[CH:21][CH:20]=4)=[CH:15][C:13]=3[N:14]=2)[CH:9]=1)([O-])=O. The yield is 1.00.